Dataset: Reaction yield outcomes from USPTO patents with 853,638 reactions. Task: Predict the reaction yield, written as a fraction of the theoretical maximum amount of product (1.0 means a 100% yield; for example, 0.34 means a 34% yield). (1) The reactants are [OH:1][C:2]1[CH:3]=[C:4]([NH:27][C:28]2[CH:29]=[CH:30][C:31]([OH:34])=[N:32][CH:33]=2)[CH:5]=[C:6]([C:8]2[CH:16]=[CH:15][CH:14]=[C:13]3[C:9]=2[CH:10]=[CH:11][N:12]3[Si](C(C)C)(C(C)C)C(C)C)[CH:7]=1. The catalyst is C(O)(C(F)(F)F)=O.C(Cl)Cl. The product is [OH:1][C:2]1[CH:3]=[C:4]([NH:27][C:28]2[CH:29]=[CH:30][C:31]([OH:34])=[N:32][CH:33]=2)[CH:5]=[C:6]([C:8]2[CH:16]=[CH:15][CH:14]=[C:13]3[C:9]=2[CH:10]=[CH:11][NH:12]3)[CH:7]=1. The yield is 0.0150. (2) The reactants are COC1C=C(OC)C=CC=1C[N:6]([C:35]1[CH:40]=[CH:39][N:38]=[CH:37][N:36]=1)[S:7]([C:10]1[C:15]([F:16])=[CH:14][C:13]([O:17][C@H:18]2[CH2:22][CH2:21][CH2:20][C@@H:19]2[C:23]2[N:27](C3CCCCO3)[N:26]=[CH:25][CH:24]=2)=[CH:12][C:11]=1[F:34])(=[O:9])=[O:8].C([SiH](CC)CC)C.FC(F)(F)C(O)=O. The catalyst is ClCCl. The product is [F:16][C:15]1[CH:14]=[C:13]([O:17][C@H:18]2[CH2:22][CH2:21][CH2:20][C@@H:19]2[C:23]2[NH:27][N:26]=[CH:25][CH:24]=2)[CH:12]=[C:11]([F:34])[C:10]=1[S:7]([NH:6][C:35]1[CH:40]=[CH:39][N:38]=[CH:37][N:36]=1)(=[O:8])=[O:9]. The yield is 0.860. (3) The reactants are C1N=CN([C:6](N2C=NC=C2)=[O:7])C=1.[F:13][C:14]1[C:19]2[CH2:20][CH2:21][C:22]3[CH:27]=[CH:26][N:25]=[CH:24][C:23]=3[CH:28]([NH2:29])[C:18]=2[CH:17]=[CH:16][CH:15]=1.[Cl:30][C:31]1[CH:32]=[C:33]([C:39]([NH:41][C@@H:42]2[CH2:46][CH2:45][N:44]([CH3:47])[C:43]2=[O:48])=[O:40])[CH:34]=[N:35][C:36]=1[NH:37][NH2:38]. The catalyst is CN(C=O)C. The yield is 0.530. The product is [Cl:30][C:31]1[CH:32]=[C:33]([C:39]([NH:41][C@@H:42]2[CH2:46][CH2:45][N:44]([CH3:47])[C:43]2=[O:48])=[O:40])[CH:34]=[N:35][C:36]=1[NH:37][NH:38][C:6]([NH:29][CH:28]1[C:23]2[CH:24]=[N:25][CH:26]=[CH:27][C:22]=2[CH2:21][CH2:20][C:19]2[C:14]([F:13])=[CH:15][CH:16]=[CH:17][C:18]1=2)=[O:7]. (4) The reactants are Br[C:2]1[CH:10]=[CH:9][CH:8]=[C:7]2[C:3]=1[C:4]1([C:20]3=[CH:21][C:22]4[O:26][CH2:25][O:24][C:23]=4[CH:27]=[C:19]3[O:18][CH2:17]1)[C:5](=[O:16])[N:6]2[CH2:11][CH2:12][CH2:13][CH2:14][CH3:15].C(P(C(C)(C)C)C1C=CC=CC=1C1C=CC=CC=1)(C)(C)C.C([Sn]([C:62]#[N:63])(CCCC)CCCC)CCC.[C-]#N.[K+]. The catalyst is C1C=CC(/C=C/C(/C=C/C2C=CC=CC=2)=O)=CC=1.C1C=CC(/C=C/C(/C=C/C2C=CC=CC=2)=O)=CC=1.C1C=CC(/C=C/C(/C=C/C2C=CC=CC=2)=O)=CC=1.[Pd].[Pd]. The product is [O:16]=[C:5]1[C:4]2([C:20]3=[CH:21][C:22]4[O:26][CH2:25][O:24][C:23]=4[CH:27]=[C:19]3[O:18][CH2:17]2)[C:3]2[C:2]([C:62]#[N:63])=[CH:10][CH:9]=[CH:8][C:7]=2[N:6]1[CH2:11][CH2:12][CH2:13][CH2:14][CH3:15]. The yield is 0.330. (5) The reactants are [OH:1][C:2]1[CH:9]=[CH:8][C:5]([C:6]#[N:7])=[CH:4][CH:3]=1.[I:10]I. The catalyst is [NH4+].[OH-].O. The product is [OH:1][C:2]1[CH:9]=[CH:8][C:5]([C:6]#[N:7])=[CH:4][C:3]=1[I:10]. The yield is 0.800. (6) The reactants are Br[C:2]1[CH:7]=[CH:6][C:5]([C:8]2[N:12]([CH2:13][CH2:14][CH3:15])[C:11]3[CH:16]=[C:17]([F:20])[CH:18]=[CH:19][C:10]=3[N:9]=2)=[CH:4][CH:3]=1.[Cl:21][C:22]1[CH:28]=[CH:27][C:25]([NH2:26])=[CH:24][CH:23]=1.C([O-])([O-])=O.[K+].[K+]. The catalyst is O1CCOCC1.CC([O-])=O.CC([O-])=O.[Pd+2].C1C=CC(P(C2C(C3C(P(C4C=CC=CC=4)C4C=CC=CC=4)=CC=C4C=3C=CC=C4)=C3C(C=CC=C3)=CC=2)C2C=CC=CC=2)=CC=1. The product is [Cl:21][C:22]1[CH:28]=[CH:27][C:25]([NH:26][C:2]2[CH:7]=[CH:6][C:5]([C:8]3[N:12]([CH2:13][CH2:14][CH3:15])[C:11]4[CH:16]=[C:17]([F:20])[CH:18]=[CH:19][C:10]=4[N:9]=3)=[CH:4][CH:3]=2)=[CH:24][CH:23]=1. The yield is 0.490. (7) The reactants are [Br:1]Br.[NH:3]1[C:11]2[C:6](=[CH:7][CH:8]=[CH:9][CH:10]=2)[CH:5]=[N:4]1.S(=O)(O)[O-].[Na+].Cl. The catalyst is [OH-].[Na+]. The product is [Br:1][C:5]1[C:6]2[C:11](=[CH:10][CH:9]=[CH:8][CH:7]=2)[NH:3][N:4]=1. The yield is 0.450.